Dataset: Catalyst prediction with 721,799 reactions and 888 catalyst types from USPTO. Task: Predict which catalyst facilitates the given reaction. (1) Reactant: [Cl-].[Ca+2].[Cl-].[O:4]1[CH:6]([CH2:7][CH2:8][CH2:9][CH2:10][CH2:11][CH2:12][CH2:13][CH2:14][CH2:15][CH2:16][CH2:17][CH3:18])[CH2:5]1.S(=O)(=O)(O)O.[CH2:24]([OH:28])[CH:25]([OH:27])[CH3:26].C(=O)([O-])O.[Na+]. Product: [OH:4][CH2:5][CH2:6][CH2:7][CH2:8][CH2:9][CH2:10][CH2:11][CH2:12][CH2:13][CH2:14][CH2:15][CH2:16][CH2:17][CH2:18][O:28][CH2:24][CH:25]([OH:27])[CH3:26]. The catalyst class is: 6. (2) Reactant: [CH3:1][O:2][C:3]1[CH:8]=[CH:7][CH:6]=[C:5]([O:9][CH3:10])[CH:4]=1.CN(CCN(C)C)C.CN([CH:22]=[O:23])C. Product: [CH3:1][O:2][C:3]1[CH:8]=[CH:7][CH:6]=[C:5]([O:9][CH3:10])[C:4]=1[CH:22]=[O:23]. The catalyst class is: 1. (3) Reactant: [K].C([O:9][C:10]1[CH:15]=[C:14]([CH2:16][CH:17]([CH3:22])[C:18](=[O:21])[CH2:19][CH3:20])[CH:13]=[CH:12][C:11]=1[N:23]1[S:27](=[O:29])(=[O:28])[NH:26][C:25](=[O:30])[CH2:24]1)C1C=CC=CC=1. Product: [OH:9][C:10]1[CH:15]=[C:14]([CH2:16][CH:17]([CH3:22])[C:18](=[O:21])[CH2:19][CH3:20])[CH:13]=[CH:12][C:11]=1[N:23]1[S:27](=[O:29])(=[O:28])[NH:26][C:25](=[O:30])[CH2:24]1. The catalyst class is: 748. (4) Reactant: [F:1][C:2]1[CH:10]=[CH:9][C:5]([C:6]([OH:8])=[O:7])=[C:4]([CH3:11])[CH:3]=1.C(O)(=O)C.C(O)(=O)C.[I:20]C1C=CC=CC=1.II. Product: [F:1][C:2]1[CH:3]=[C:4]([CH3:11])[C:5]([C:6]([OH:8])=[O:7])=[C:9]([I:20])[CH:10]=1. The catalyst class is: 613. (5) Reactant: [CH2:1]([O:3][C:4](=[O:13])[C:5]1[CH:10]=[CH:9][C:8]([F:11])=[CH:7][C:6]=1[F:12])[CH3:2].S(=O)(=O)(O)O.[N+:19]([O-])([OH:21])=[O:20]. Product: [CH2:1]([O:3][C:4](=[O:13])[C:5]1[CH:10]=[C:9]([N+:19]([O-:21])=[O:20])[C:8]([F:11])=[CH:7][C:6]=1[F:12])[CH3:2]. The catalyst class is: 6. (6) Reactant: [NH2:1][C:2]1[S:3][CH:4]=[C:5]([C:7]([O:9]CC)=[O:8])[N:6]=1.Cl. Product: [NH2:1][C:2]1[S:3][CH:4]=[C:5]([C:7]([OH:9])=[O:8])[N:6]=1. The catalyst class is: 12. (7) Reactant: Br[C:2]1[CH:7]=[C:6]([CH3:8])[C:5]([N:9]([Si:14]([CH3:17])([CH3:16])[CH3:15])[Si:10]([CH3:13])([CH3:12])[CH3:11])=[C:4]([CH3:18])[CH:3]=1.C([Li])CCC.[F:24][C:25]([F:36])([F:35])[C:26]([C:28]1[CH:33]=[CH:32][C:31]([F:34])=[CH:30][CH:29]=1)=[O:27]. Product: [F:36][C:25]([F:24])([F:35])[C:26]([C:28]1[CH:29]=[CH:30][C:31]([F:34])=[CH:32][CH:33]=1)([C:2]1[CH:7]=[C:6]([CH3:8])[C:5]([N:9]([Si:14]([CH3:17])([CH3:16])[CH3:15])[Si:10]([CH3:13])([CH3:12])[CH3:11])=[C:4]([CH3:18])[CH:3]=1)[OH:27]. The catalyst class is: 7. (8) Reactant: [Br:1][C:2]1[CH:3]=[CH:4][C:5]([Cl:16])=[C:6]([CH2:8][C:9]2[CH:14]=[CH:13][C:12]([OH:15])=[CH:11][CH:10]=2)[CH:7]=1.C(=O)([O-])[O-].[K+].[K+].[F:23][C:24]([F:38])([F:37])[CH2:25]OS(C1C=CC(C)=CC=1)(=O)=O. Product: [Br:1][C:2]1[CH:3]=[CH:4][C:5]([Cl:16])=[C:6]([CH2:8][C:9]2[CH:14]=[CH:13][C:12]([O:15][CH2:25][C:24]([F:38])([F:37])[F:23])=[CH:11][CH:10]=2)[CH:7]=1. The catalyst class is: 9.